From a dataset of Full USPTO retrosynthesis dataset with 1.9M reactions from patents (1976-2016). Predict the reactants needed to synthesize the given product. (1) Given the product [Cl:1][C:2]1[C:20](=[O:21])[C:19](=[O:24])[C:5]2[C:6]([C:9](=[O:10])[C:11]3[CH:16]=[CH:15][C:14]([O:17][CH3:18])=[CH:13][CH:12]=3)=[CH:7][O:8][C:4]=2[C:3]=1[Cl:22], predict the reactants needed to synthesize it. The reactants are: [Cl:1][C:2]1[C:20]([OH:21])=[CH:19][C:5]2[C:6]([C:9]([C:11]3[CH:16]=[CH:15][C:14]([O:17][CH3:18])=[CH:13][CH:12]=3)=[O:10])=[CH:7][O:8][C:4]=2[C:3]=1[Cl:22].[N+]([O-])(O)=[O:24].O.C(Cl)(Cl)Cl.CO. (2) The reactants are: C(OC(=O)[NH:7][C:8]([CH3:40])([CH3:39])[CH2:9][N:10]1[CH:14]=[C:13]([C:15]2[CH:38]=[CH:37][C:18]3[C:19]4[N:20]=[C:21]([C:27]5[N:28]([CH2:32][C:33]([F:36])([F:35])[F:34])[N:29]=[CH:30][N:31]=5)[S:22][C:23]=4[CH2:24][CH2:25][O:26][C:17]=3[CH:16]=2)[CH:12]=[N:11]1)(C)(C)C.C(Cl)Cl.FC(F)(F)C(O)=O.C(=O)=O. Given the product [CH3:40][C:8]([NH2:7])([CH3:39])[CH2:9][N:10]1[CH:14]=[C:13]([C:15]2[CH:38]=[CH:37][C:18]3[C:19]4[N:20]=[C:21]([C:27]5[N:28]([CH2:32][C:33]([F:36])([F:35])[F:34])[N:29]=[CH:30][N:31]=5)[S:22][C:23]=4[CH2:24][CH2:25][O:26][C:17]=3[CH:16]=2)[CH:12]=[N:11]1, predict the reactants needed to synthesize it. (3) Given the product [OH:12][C:5]1[C:4]([CH3:13])=[C:3]([CH3:14])[C:2]([B:15]2[O:19][C:18]([CH3:21])([CH3:20])[C:17]([CH3:23])([CH3:22])[O:16]2)=[CH:11][C:6]=1[C:7]([O:9][CH3:10])=[O:8], predict the reactants needed to synthesize it. The reactants are: Br[C:2]1[C:3]([CH3:14])=[C:4]([CH3:13])[C:5]([OH:12])=[C:6]([CH:11]=1)[C:7]([O:9][CH3:10])=[O:8].[B:15]1([B:15]2[O:19][C:18]([CH3:21])([CH3:20])[C:17]([CH3:23])([CH3:22])[O:16]2)[O:19][C:18]([CH3:21])([CH3:20])[C:17]([CH3:23])([CH3:22])[O:16]1.C([O-])(=O)C.[K+].O. (4) Given the product [C:1]1([N:7]2[C:15]3[C:10](=[CH:11][CH:12]=[CH:13][CH:14]=3)[CH:9]=[C:8]2[C:16]([NH:18][C@H:19]([C:23]([NH:25][CH:26]([C:35](=[O:38])[CH2:36][F:37])[CH2:27][C:28]([OH:30])=[O:29])=[O:24])[CH:20]([CH3:21])[CH3:22])=[O:17])[CH:2]=[CH:3][CH:4]=[CH:5][CH:6]=1, predict the reactants needed to synthesize it. The reactants are: [C:1]1([N:7]2[C:15]3[C:10](=[CH:11][CH:12]=[CH:13][CH:14]=3)[CH:9]=[C:8]2[C:16]([NH:18][C@H:19]([C:23]([NH:25][CH:26]([C:35](=[O:38])[CH2:36][F:37])[CH2:27][C:28]([O:30]C(C)(C)C)=[O:29])=[O:24])[CH:20]([CH3:22])[CH3:21])=[O:17])[CH:6]=[CH:5][CH:4]=[CH:3][CH:2]=1.C(O)(C(F)(F)F)=O. (5) Given the product [NH2:1][C:2]1[N:7]=[C:6]([NH:8][C:9]2[C:10](=[O:17])[N:11]([CH3:16])[CH:12]=[C:13]([C:31]3[C:30]([CH3:44])=[C:29]([NH:28][C:26](=[O:27])[C:25]4[CH:24]=[CH:23][C:22]([C:18]([CH3:19])([CH3:20])[CH3:21])=[CH:46][CH:45]=4)[CH:34]=[CH:33][CH:32]=3)[CH:14]=2)[CH:5]=[CH:4][CH:3]=1, predict the reactants needed to synthesize it. The reactants are: [NH2:1][C:2]1[N:7]=[C:6]([NH:8][C:9]2[C:10](=[O:17])[N:11]([CH3:16])[CH:12]=[C:13](Br)[CH:14]=2)[CH:5]=[CH:4][CH:3]=1.[C:18]([C:22]1[CH:46]=[CH:45][C:25]([C:26]([NH:28][C:29]2[CH:34]=[CH:33][CH:32]=[C:31](B3OC(C)(C)C(C)(C)O3)[C:30]=2[CH3:44])=[O:27])=[CH:24][CH:23]=1)([CH3:21])([CH3:20])[CH3:19].